The task is: Predict which catalyst facilitates the given reaction.. This data is from Catalyst prediction with 721,799 reactions and 888 catalyst types from USPTO. (1) Reactant: [C:1]([O:5][C:6]([N:8]1[C@H:12]([C:13]([OH:15])=[O:14])[CH2:11][C@@H:10]([CH3:16])[C:9]1=[O:17])=[O:7])([CH3:4])([CH3:3])[CH3:2].[OH2:18].[OH-].[Li+].O. Product: [C:1]([O:5][C:6]([NH:8][C@H:12]([C:13]([OH:15])=[O:14])[CH2:11][C@@H:10]([CH3:16])[C:9]([OH:17])=[O:18])=[O:7])([CH3:4])([CH3:3])[CH3:2]. The catalyst class is: 1. (2) Reactant: [CH:1]([C@@H:4]1[C:10]2[CH:11]=[CH:12][C:13]([C:15]([O:17][CH3:18])=[O:16])=[CH:14][C:9]=2[O:8][CH2:7][CH2:6][NH:5]1)([CH3:3])[CH3:2].C(O)(C(F)(F)F)=O.CCN(CC)CC.[O:33]1[CH2:38][CH2:37][CH:36]([C:39](Cl)=[O:40])[CH2:35][CH2:34]1. Product: [CH:1]([C@@H:4]1[C:10]2[CH:11]=[CH:12][C:13]([C:15]([O:17][CH3:18])=[O:16])=[CH:14][C:9]=2[O:8][CH2:7][CH2:6][N:5]1[C:39]([CH:36]1[CH2:37][CH2:38][O:33][CH2:34][CH2:35]1)=[O:40])([CH3:3])[CH3:2]. The catalyst class is: 2. (3) Reactant: [C:1]([C:3]1[NH:20][C:6]2[C:7]([C:14]([O:16][CH:17]([CH3:19])[CH3:18])=[O:15])=[CH:8][NH:9][CH2:10][C:11]([CH3:13])([CH3:12])[C:5]=2[CH:4]=1)#[N:2].C(N(CC)CC)C.[F:28][C:29]1[CH:30]=[C:31]([CH:35]=[CH:36][C:37]=1[F:38])[C:32](Cl)=[O:33]. Product: [C:1]([C:3]1[NH:20][C:6]2[C:7]([C:14]([O:16][CH:17]([CH3:18])[CH3:19])=[O:15])=[CH:8][N:9]([C:32](=[O:33])[C:31]3[CH:35]=[CH:36][C:37]([F:38])=[C:29]([F:28])[CH:30]=3)[CH2:10][C:11]([CH3:13])([CH3:12])[C:5]=2[CH:4]=1)#[N:2]. The catalyst class is: 10. (4) Reactant: [OH:1][C@@H:2]([C@H:4]1[C:24](=[O:25])[N:6]2[C:7]([C:21]([O-:23])=[O:22])=[C:8]([S:11]/[CH:12]=[CH:13]\[C:14]3[S:18][CH:17]=[N:16][C:15]=3[CH2:19][OH:20])[C@H:9]([CH3:10])[C@H:5]12)[CH3:3].[Na+].Br[CH:28]1[C:37]2[C:32](=[CH:33][CH:34]=[CH:35][CH:36]=2)[C:30](=[O:31])[O:29]1. Product: [OH:1][C@@H:2]([C@H:4]1[C:24](=[O:25])[N:6]2[C:7]([C:21]([O:23][CH:28]3[C:37]4[C:32](=[CH:33][CH:34]=[CH:35][CH:36]=4)[C:30](=[O:31])[O:29]3)=[O:22])=[C:8]([S:11]/[CH:12]=[CH:13]\[C:14]3[S:18][CH:17]=[N:16][C:15]=3[CH2:19][OH:20])[C@H:9]([CH3:10])[C@H:5]12)[CH3:3]. The catalyst class is: 44. (5) Reactant: [CH3:1][C:2]1[CH:3]=[CH:4][C:5]([CH:8]2[CH2:11][N:10](C(OC(C)(C)C)=O)[CH2:9]2)=[N:6][CH:7]=1.C(O)(C(F)(F)F)=O. Product: [NH:10]1[CH2:9][CH:8]([C:5]2[CH:4]=[CH:3][C:2]([CH3:1])=[CH:7][N:6]=2)[CH2:11]1. The catalyst class is: 2. (6) Reactant: [C:1]([O:5][C:6]([NH:8][CH2:9][C:10]([N:12]([CH2:14][C:15]1[CH:16]=[C:17]([C:21]2[CH:26]=[CH:25][C:24]([N:27]3[CH2:32][CH2:31][N:30](C(OCC4C=CC=CC=4)=O)[CH2:29][CH2:28]3)=[CH:23][CH:22]=2)[CH:18]=[CH:19][CH:20]=1)[CH3:13])=[O:11])=[O:7])([CH3:4])([CH3:3])[CH3:2]. Product: [CH3:13][N:12]([CH2:14][C:15]1[CH:16]=[C:17]([C:21]2[CH:22]=[CH:23][C:24]([N:27]3[CH2:32][CH2:31][NH:30][CH2:29][CH2:28]3)=[CH:25][CH:26]=2)[CH:18]=[CH:19][CH:20]=1)[C:10](=[O:11])[CH2:9][NH:8][C:6](=[O:7])[O:5][C:1]([CH3:4])([CH3:2])[CH3:3]. The catalyst class is: 403. (7) Reactant: C(OC([N:8]1[CH2:12][C@H:11]([F:13])[CH2:10][C@H:9]1[CH2:14][N:15]=[N+:16]=[N-:17])=O)(C)(C)C.C(O)(C(F)(F)F)=O. Product: [N:15]([CH2:14][C@@H:9]1[CH2:10][C@@H:11]([F:13])[CH2:12][NH:8]1)=[N+:16]=[N-:17]. The catalyst class is: 2. (8) Reactant: [OH:1][C:2]1[C:3]([C:17]([N:19]2[CH2:27][C:26]3[C:21](=[CH:22][CH:23]=[C:24]([CH2:28][N:29]4[CH2:34][CH2:33][N:32]([CH3:35])[CH2:31][CH2:30]4)[CH:25]=3)[CH2:20]2)=[O:18])=[CH:4][C:5]([CH:14]([CH3:16])[CH3:15])=[C:6]([O:8][C:9](=[O:13])[N:10]([CH3:12])[CH3:11])[CH:7]=1.[C:36]([O:40][C:41](O[C:41]([O:40][C:36]([CH3:39])([CH3:38])[CH3:37])=[O:42])=[O:42])([CH3:39])([CH3:38])[CH3:37]. Product: [CH3:11][N:10]([CH3:12])[C:9]([O:8][C:6]1[C:5]([CH:14]([CH3:16])[CH3:15])=[CH:4][C:3]([C:17]([N:19]2[CH2:27][C:26]3[C:21](=[CH:22][CH:23]=[C:24]([CH2:28][N:29]4[CH2:34][CH2:33][N:32]([CH3:35])[CH2:31][CH2:30]4)[CH:25]=3)[CH2:20]2)=[O:18])=[C:2]([O:1][C:41](=[O:42])[O:40][C:36]([CH3:39])([CH3:38])[CH3:37])[CH:7]=1)=[O:13]. The catalyst class is: 1. (9) Reactant: C[O:2][C:3]([C:5]1[C:6](=[O:17])[NH:7][C:8]2[C:13]([CH:14]=1)=[CH:12][CH:11]=[C:10]([O:15][CH3:16])[N:9]=2)=[O:4].[OH-].[Na+]. Product: [CH3:16][O:15][C:10]1[N:9]=[C:8]2[C:13]([CH:14]=[C:5]([C:3]([OH:4])=[O:2])[C:6](=[O:17])[NH:7]2)=[CH:12][CH:11]=1. The catalyst class is: 24.